This data is from Full USPTO retrosynthesis dataset with 1.9M reactions from patents (1976-2016). The task is: Predict the reactants needed to synthesize the given product. (1) Given the product [C:1]([C:3]1([C:14]2[CH:19]=[CH:18][CH:17]=[C:16]([F:20])[CH:15]=2)[CH2:8][CH2:7][C:6](=[O:9])[CH2:5][CH2:4]1)#[N:2], predict the reactants needed to synthesize it. The reactants are: [C:1]([C:3]1([C:14]2[CH:19]=[CH:18][CH:17]=[C:16]([F:20])[CH:15]=2)[CH2:8][CH2:7][C:6](=[O:9])[CH:5](C(OC)=O)[CH2:4]1)#[N:2].O. (2) Given the product [CH3:16][C@H:6]1[CH2:5][C@@H:4]([NH:1][C:26](=[O:27])[CH2:25][NH:24][C:22](=[O:23])[C:21]2[CH:29]=[CH:30][CH:31]=[C:19]([C:18]([F:17])([F:33])[F:32])[CH:20]=2)[CH2:8][N:7]1[C:9]([O:11][C:12]([CH3:15])([CH3:14])[CH3:13])=[O:10], predict the reactants needed to synthesize it. The reactants are: [N:1]([C@H:4]1[CH2:8][N:7]([C:9]([O:11][C:12]([CH3:15])([CH3:14])[CH3:13])=[O:10])[C@@H:6]([CH3:16])[CH2:5]1)=[N+]=[N-].[F:17][C:18]([F:33])([F:32])[C:19]1[CH:20]=[C:21]([CH:29]=[CH:30][CH:31]=1)[C:22]([NH:24][CH2:25][C:26](O)=[O:27])=[O:23].C(N(CC)CC)C.C(Cl)CCl. (3) Given the product [Cl:1][C:2]1[CH:14]=[CH:13][C:5]([CH2:6][O:7][CH:8]2[CH2:12][CH2:11][N:10]([CH2:22][CH2:23][CH:24]=[C:25]3[C:31]4[CH:32]=[CH:33][CH:34]=[N:35][C:30]=4[CH2:29][O:28][C:27]4[CH:36]=[CH:37][C:38]([C:40]([OH:43])([CH3:42])[CH3:41])=[CH:39][C:26]3=4)[CH2:9]2)=[CH:4][CH:3]=1, predict the reactants needed to synthesize it. The reactants are: [Cl:1][C:2]1[CH:14]=[CH:13][C:5]([CH2:6][O:7][C@@H:8]2[CH2:12][CH2:11][NH:10][CH2:9]2)=[CH:4][CH:3]=1.C(=O)([O-])[O-].[K+].[K+].Br[CH2:22][CH2:23]/[CH:24]=[C:25]1/[C:26]2[CH:39]=[C:38]([C:40]([OH:43])([CH3:42])[CH3:41])[CH:37]=[CH:36][C:27]=2[O:28][CH2:29][C:30]2[N:35]=[CH:34][CH:33]=[CH:32][C:31]/1=2. (4) The reactants are: C[O:2][C:3](=[O:17])[C:4]1[CH:9]=[C:8]([S:10]([CH:13]2[CH2:15][CH2:14]2)(=[O:12])=[O:11])[CH:7]=[CH:6][C:5]=1[OH:16].[CH3:18][CH:19](O)[CH3:20].C1(P(C2C=CC=CC=2)C2C=CC=CN=2)C=CC=CC=1.N(C(OC(C)(C)C)=O)=NC(OC(C)(C)C)=O.[OH-].[Na+]. Given the product [CH:13]1([S:10]([C:8]2[CH:7]=[CH:6][C:5]([O:16][CH:19]([CH3:20])[CH3:18])=[C:4]([CH:9]=2)[C:3]([OH:2])=[O:17])(=[O:12])=[O:11])[CH2:15][CH2:14]1, predict the reactants needed to synthesize it. (5) Given the product [F:1][C:2]1[C:3]2[C:14](=[O:15])[N:13]([C:16]3[C:21]([CH2:22][OH:23])=[C:20]([C:24]4[CH:29]=[C:28]([NH:30][C:31]5[CH:40]=[C:34]6[CH2:35][N:36]([CH3:39])[CH2:37][CH2:38][N:33]6[N:32]=5)[C:27](=[O:41])[N:26]([CH3:42])[CH:25]=4)[CH:19]=[CH:18][N:17]=3)[CH2:12][CH2:11][C:4]=2[N:5]2[C:10]=1[CH2:9][CH2:8][CH2:7][CH2:6]2, predict the reactants needed to synthesize it. The reactants are: [F:1][C:2]1[C:3]2[C:14](=[O:15])[N:13]([C:16]3[C:21]([CH:22]=[O:23])=[C:20]([C:24]4[CH:29]=[C:28]([NH:30][C:31]5[CH:40]=[C:34]6[CH2:35][N:36]([CH3:39])[CH2:37][CH2:38][N:33]6[N:32]=5)[C:27](=[O:41])[N:26]([CH3:42])[CH:25]=4)[CH:19]=[CH:18][N:17]=3)[CH2:12][CH2:11][C:4]=2[N:5]2[C:10]=1[CH2:9][CH2:8][CH2:7][CH2:6]2.[BH4-].[Na+]. (6) Given the product [C:16]([O:20][C:21]([N:23]1[CH2:28][CH2:27][CH:26]([O:1][C:2]2[CH:10]=[CH:9][C:8]3[N:7]4[CH2:11][CH2:12][NH:13][C:14](=[O:15])[C:6]4=[CH:5][C:4]=3[CH:3]=2)[CH2:25][CH2:24]1)=[O:22])([CH3:19])([CH3:17])[CH3:18], predict the reactants needed to synthesize it. The reactants are: [OH:1][C:2]1[CH:10]=[CH:9][C:8]2[N:7]3[CH2:11][CH2:12][NH:13][C:14](=[O:15])[C:6]3=[CH:5][C:4]=2[CH:3]=1.[C:16]([O:20][C:21]([N:23]1[CH2:28][CH2:27][CH:26](O)[CH2:25][CH2:24]1)=[O:22])([CH3:19])([CH3:18])[CH3:17].C1(P(C2C=CC=CC=2)C2C=CC=CC=2)C=CC=CC=1.N(C(OC(C)(C)C)=O)=NC(OC(C)(C)C)=O. (7) Given the product [CH3:2][N:3]([CH2:4][CH2:5][NH:6][S:7]([C:10]1[CH:15]=[C:14]([S:16]([C:19]2[CH:24]=[CH:23][CH:22]=[CH:21][CH:20]=2)(=[O:18])=[O:17])[CH:13]=[CH:12][C:11]=1[C:25]([F:28])([F:26])[F:27])(=[O:9])=[O:8])[CH2:30][C:31]([O:33][CH3:34])=[O:32], predict the reactants needed to synthesize it. The reactants are: Cl.[CH3:2][NH:3][CH2:4][CH2:5][NH:6][S:7]([C:10]1[CH:15]=[C:14]([S:16]([C:19]2[CH:24]=[CH:23][CH:22]=[CH:21][CH:20]=2)(=[O:18])=[O:17])[CH:13]=[CH:12][C:11]=1[C:25]([F:28])([F:27])[F:26])(=[O:9])=[O:8].Br[CH2:30][C:31]([O:33][CH3:34])=[O:32].C(N(C(C)C)CC)(C)C. (8) The reactants are: [NH2:1][C:2]1[C:7](Cl)=[N:6][CH:5]=[CH:4][N:3]=1.[Si:9]([C:13]#[CH:14])([CH3:12])([CH3:11])[CH3:10].CCOC(C)=O. Given the product [CH3:10][Si:9]([C:13]#[C:14][C:7]1[C:2]([NH2:1])=[N:3][CH:4]=[CH:5][N:6]=1)([CH3:12])[CH3:11], predict the reactants needed to synthesize it.